The task is: Predict which catalyst facilitates the given reaction.. This data is from Catalyst prediction with 721,799 reactions and 888 catalyst types from USPTO. Reactant: [NH2:1][C:2]1[CH:3]=[C:4]([NH:9][C:10](=[O:22])[C:11]2[CH:16]=[CH:15][CH:14]=[C:13]([C:17]([C:20]#[N:21])([CH3:19])[CH3:18])[CH:12]=2)[CH:5]=[CH:6][C:7]=1[CH3:8].C(N(C(C)C)C(C)C)C.Cl[C:33]1[N:38]=[C:37]([S:39][C:40]#[N:41])[C:36]([N+:42]([O-:44])=[O:43])=[CH:35][N:34]=1.C(=O)([O-])O.[Na+]. Product: [C:20]([C:17]([C:13]1[CH:12]=[C:11]([C:10]([NH:9][C:4]2[CH:5]=[CH:6][C:7]([CH3:8])=[C:2]([NH:1][C:33]3[N:38]=[C:37]([S:39][C:40]#[N:41])[C:36]([N+:42]([O-:44])=[O:43])=[CH:35][N:34]=3)[CH:3]=2)=[O:22])[CH:16]=[CH:15][CH:14]=1)([CH3:19])[CH3:18])#[N:21]. The catalyst class is: 7.